This data is from Peptide-MHC class II binding affinity with 134,281 pairs from IEDB. The task is: Regression. Given a peptide amino acid sequence and an MHC pseudo amino acid sequence, predict their binding affinity value. This is MHC class II binding data. The peptide sequence is NRWLFRHLAREKNPR. The MHC is DRB1_1301 with pseudo-sequence DRB1_1301. The binding affinity (normalized) is 0.898.